From a dataset of Forward reaction prediction with 1.9M reactions from USPTO patents (1976-2016). Predict the product of the given reaction. (1) Given the reactants [C:1]([N:4]1[CH2:9][CH2:8][CH:7]([NH2:10])[CH2:6][CH2:5]1)(=[O:3])[CH3:2].[CH:11]1([C:16]2[C:21]([C:22]([NH:24][CH:25]3[CH:32]4[CH2:33][CH:28]5[CH2:29][C:30]([OH:35])([CH2:34][CH:26]3[CH2:27]5)[CH2:31]4)=[O:23])=[CH:20][N:19]=[C:18](S(C)(=O)=O)[N:17]=2)[CH2:15][CH2:14][CH2:13][CH2:12]1, predict the reaction product. The product is: [C:1]([N:4]1[CH2:9][CH2:8][CH:7]([NH:10][C:18]2[N:17]=[C:16]([CH:11]3[CH2:15][CH2:14][CH2:13][CH2:12]3)[C:21]([C:22]([NH:24][CH:25]3[CH:32]4[CH2:33][CH:28]5[CH2:29][C:30]([OH:35])([CH2:34][CH:26]3[CH2:27]5)[CH2:31]4)=[O:23])=[CH:20][N:19]=2)[CH2:6][CH2:5]1)(=[O:3])[CH3:2]. (2) Given the reactants [CH2:1]([O:3]C(OCC)OCC)[CH3:2].[Br:11][CH2:12][CH2:13][C:14](=[O:18])[CH2:15][CH2:16][Br:17].C1(C)C=CC(S([O-])(=O)=O)=CC=1.[OH-].[K+], predict the reaction product. The product is: [Br:11][CH2:12][CH2:13][C:14]1([CH2:15][CH2:16][Br:17])[O:3][CH2:1][CH2:2][O:18]1. (3) Given the reactants [OH:1][CH:2]([CH:6]([NH:14][C:15](=[O:33])[C:16]1[CH:21]=[CH:20][CH:19]=[N:18][C:17]=1[N:22]1[CH:26]=[CH:25][C:24]([C:27]2[CH:32]=[CH:31][CH:30]=[CH:29][CH:28]=2)=[N:23]1)[CH2:7][C:8]1[CH:13]=[CH:12][CH:11]=[CH:10][CH:9]=1)[C:3]([OH:5])=O.[CH2:34]([NH2:37])[CH2:35][CH3:36], predict the reaction product. The product is: [OH:1][CH:2]([C:3](=[O:5])[NH:37][CH2:34][CH2:35][CH3:36])[CH:6]([NH:14][C:15](=[O:33])[C:16]1[CH:21]=[CH:20][CH:19]=[N:18][C:17]=1[N:22]1[CH:26]=[CH:25][C:24]([C:27]2[CH:28]=[CH:29][CH:30]=[CH:31][CH:32]=2)=[N:23]1)[CH2:7][C:8]1[CH:13]=[CH:12][CH:11]=[CH:10][CH:9]=1. (4) Given the reactants [O:1]=[C:2]1[C:10]2([O:14][CH2:13][CH2:12][O:11]2)[C:9]2[C:4](=[CH:5][CH:6]=[C:7]([S:15]([N:18]3[CH2:22][CH2:21][CH2:20][C@H:19]3[CH2:23][O:24][O:25][CH3:26])(=[O:17])=[O:16])[CH:8]=2)[N:3]1[CH2:27][C:28]1([C:35]#[N:36])[CH2:34][CH2:33][CH2:32][CH2:31][CH2:30][CH2:29]1.[H][H], predict the reaction product. The product is: [O:1]=[C:2]1[C:10]2([O:11][CH2:12][CH2:13][O:14]2)[C:9]2[C:4](=[CH:5][CH:6]=[C:7]([S:15]([N:18]3[CH2:22][CH2:21][CH2:20][C@H:19]3[CH2:23][O:24][O:25][CH3:26])(=[O:17])=[O:16])[CH:8]=2)[N:3]1[CH2:27][C:28]1([CH2:35][NH2:36])[CH2:34][CH2:33][CH2:32][CH2:31][CH2:30][CH2:29]1. (5) Given the reactants [C:1]([NH:9][C:10]([N:12]([CH2:23][C:24]1[CH:29]=[CH:28][CH:27]=[CH:26][C:25]=1[CH:30]1[O:34][CH2:33][CH2:32][O:31]1)[C:13]1[CH:17]=[CH:16][NH:15][C:14]=1C(OCC)=O)=[S:11])(=[O:8])C1C=CC=CC=1.[OH-].[Na+], predict the reaction product. The product is: [O:31]1[CH2:32][CH2:33][O:34][CH:30]1[C:25]1[CH:26]=[CH:27][CH:28]=[CH:29][C:24]=1[CH2:23][N:12]1[C:13]2[CH:17]=[CH:16][NH:15][C:14]=2[C:1](=[O:8])[NH:9][C:10]1=[S:11].